Dataset: Catalyst prediction with 721,799 reactions and 888 catalyst types from USPTO. Task: Predict which catalyst facilitates the given reaction. (1) Reactant: [CH3:1][O:2][C:3]1[CH:4]=[CH:5][C:6]2[CH:15]=[C:14]3[C:9]([C:10](=O)[C:11]([C:16]#[N:17])=[CH:12][NH:13]3)=[CH:8][C:7]=2[CH:19]=1.P(Cl)(Cl)([Cl:22])=O. Product: [Cl:22][C:10]1[C:9]2[C:14](=[CH:15][C:6]3[CH:5]=[CH:4][C:3]([O:2][CH3:1])=[CH:19][C:7]=3[CH:8]=2)[N:13]=[CH:12][C:11]=1[C:16]#[N:17]. The catalyst class is: 9. (2) Reactant: [CH:1]1([C@@:6]([OH:16])([C:10]2[CH:15]=[CH:14][CH:13]=[CH:12][CH:11]=2)[C:7]([OH:9])=O)[CH2:5][CH2:4][CH2:3][CH2:2]1.[N:17]1(C(OC(C)(C)C)=O)[CH2:22][CH2:21][NH:20][CH2:19][CH2:18]1.CCN(C(C)C)C(C)C.C1C=CC2N(O)N=NC=2C=1.CCN=C=NCCCN(C)C. Product: [CH:1]1([C@@:6]([OH:16])([C:10]2[CH:15]=[CH:14][CH:13]=[CH:12][CH:11]=2)[C:7]([N:17]2[CH2:22][CH2:21][NH:20][CH2:19][CH2:18]2)=[O:9])[CH2:2][CH2:3][CH2:4][CH2:5]1. The catalyst class is: 2. (3) Reactant: [CH2:1]([CH:3]1[N:12]2[C:7](=[CH:8][C:9](=[O:18])[C:10]([C:13]([O:15]CC)=[O:14])=[CH:11]2)[C:6]2[CH:19]=[C:20]([O:31][CH3:32])[C:21]([O:23][CH2:24][CH2:25][N:26]3[CH2:30][CH2:29][CH2:28][CH2:27]3)=[CH:22][C:5]=2[CH2:4]1)[CH3:2].O[Li].O. Product: [CH2:1]([CH:3]1[N:12]2[C:7](=[CH:8][C:9](=[O:18])[C:10]([C:13]([OH:15])=[O:14])=[CH:11]2)[C:6]2[CH:19]=[C:20]([O:31][CH3:32])[C:21]([O:23][CH2:24][CH2:25][N:26]3[CH2:27][CH2:28][CH2:29][CH2:30]3)=[CH:22][C:5]=2[CH2:4]1)[CH3:2]. The catalyst class is: 24. (4) Reactant: [NH2:1][C:2]([CH3:25])([CH3:24])[C@H:3]([NH:8][C:9](=[O:23])[C:10]1[CH:15]=[CH:14][C:13]([C:16]#[C:17][C:18]#[C:19][CH2:20][CH2:21][OH:22])=[CH:12][CH:11]=1)[C:4]([NH:6][OH:7])=[O:5].CCN(C(C)C)C(C)C.[CH3:35][C:36]1[O:40][N:39]=[C:38]([CH:41]=O)[CH:37]=1.[BH3-]C#N.[Na+].C(O)(=O)C.C(O)(C(F)(F)F)=O. Product: [OH:7][NH:6][C:4](=[O:5])[C@@H:3]([NH:8][C:9](=[O:23])[C:10]1[CH:15]=[CH:14][C:13]([C:16]#[C:17][C:18]#[C:19][CH2:20][CH2:21][OH:22])=[CH:12][CH:11]=1)[C:2]([CH3:25])([NH:1][CH2:41][C:38]1[CH:37]=[C:36]([CH3:35])[O:40][N:39]=1)[CH3:24]. The catalyst class is: 121.